Dataset: CYP2D6 inhibition data for predicting drug metabolism from PubChem BioAssay. Task: Regression/Classification. Given a drug SMILES string, predict its absorption, distribution, metabolism, or excretion properties. Task type varies by dataset: regression for continuous measurements (e.g., permeability, clearance, half-life) or binary classification for categorical outcomes (e.g., BBB penetration, CYP inhibition). Dataset: cyp2d6_veith. (1) The molecule is CN(C(=O)CCCOc1ccc2[nH]c(=O)ccc2c1)C1CCCCC1. The result is 0 (non-inhibitor). (2) The compound is COc1cc(CCN)c(OC)c(OC)c1. The result is 0 (non-inhibitor). (3) The compound is CCCCN1C(=O)/C(=C\c2ccco2)C(=O)N(CCc2ccccc2)C1=O. The result is 0 (non-inhibitor). (4) The molecule is CCCCNC(=O)NS(=O)(=O)c1cnccc1Sc1ccc(Cl)cc1. The result is 0 (non-inhibitor). (5) The molecule is Nc1ccccc1CCCC(=O)O. The result is 0 (non-inhibitor).